This data is from Full USPTO retrosynthesis dataset with 1.9M reactions from patents (1976-2016). The task is: Predict the reactants needed to synthesize the given product. (1) The reactants are: [S:1]1[CH:5]=[CH:4][C:3]([C:6]2[CH:11]=[CH:10][C:9]([CH2:12][CH2:13][CH2:14]CC(S(N)(=O)=O)C)=[CH:8][CH:7]=2)=[CH:2]1.C([N:24]([CH2:27]C)CC)C.[CH3:29][N:30](C)[S:31](Cl)(=[O:33])=[O:32]. Given the product [S:1]1[CH:5]=[CH:4][C:3]([C:6]2[CH:7]=[CH:8][C:9]([CH2:12][CH2:13][CH2:14][N:24]([CH3:27])[S:31]([NH:30][CH3:29])(=[O:33])=[O:32])=[CH:10][CH:11]=2)=[CH:2]1, predict the reactants needed to synthesize it. (2) Given the product [CH2:1]([O:8][C:9]1[CH:14]=[CH:13][C:12]([NH:15][C:16]2[C:25]3[C:20](=[CH:21][CH:22]=[C:23]([C:32]4[O:33][CH:34]=[CH:35][CH:36]=4)[CH:24]=3)[N:19]=[CH:18][N:17]=2)=[CH:11][CH:10]=1)[C:2]1[CH:7]=[CH:6][CH:5]=[CH:4][CH:3]=1, predict the reactants needed to synthesize it. The reactants are: [CH2:1]([O:8][C:9]1[CH:14]=[CH:13][C:12]([NH:15][C:16]2[C:25]3[C:20](=[CH:21][CH:22]=[C:23](Br)[CH:24]=3)[N:19]=[CH:18][N:17]=2)=[CH:11][CH:10]=1)[C:2]1[CH:7]=[CH:6][CH:5]=[CH:4][CH:3]=1.C([Sn](CCCC)(CCCC)[C:32]1[O:33][CH:34]=[CH:35][CH:36]=1)CCC. (3) Given the product [CH3:1][O:2][C:3]1[CH:4]=[C:5]2[CH2:14][CH:13]([CH2:15][CH:16]3[CH2:17][CH2:18][N:19]([CH2:22][C:23]4[CH:28]=[CH:27][CH:26]=[CH:25][CH:24]=4)[CH2:20][CH2:21]3)[C:11](=[O:12])[C:6]2=[CH:7][C:8]=1[O:9][CH3:10].[S:30]([O-:33])(=[O:32])(=[O:31])[CH3:29], predict the reactants needed to synthesize it. The reactants are: [CH3:1][O:2][C:3]1[CH:4]=[C:5]2[CH2:14][CH:13]([CH2:15][CH:16]3[CH2:21][CH2:20][N:19]([CH2:22][C:23]4[CH:24]=[CH:25][CH:26]=[CH:27][CH:28]=4)[CH2:18][CH2:17]3)[C:11](=[O:12])[C:6]2=[CH:7][C:8]=1[O:9][CH3:10].[CH3:29][S:30]([OH:33])(=[O:32])=[O:31]. (4) Given the product [OH:8][CH2:7][CH:5]1[CH2:6][NH:1][CH2:2][CH:3]([CH2:10][OH:11])[CH2:4]1, predict the reactants needed to synthesize it. The reactants are: [N:1]1[CH:6]=[C:5]([C:7](O)=[O:8])[CH:4]=[C:3]([C:10](O)=[O:11])[CH:2]=1. (5) Given the product [Cl:17][C:18]1[CH:23]=[CH:22][C:21]([CH2:24][N:4]2[CH2:5][N:6]([CH3:8])[CH2:7][N:2]([CH3:1])[C:3]2=[N:9][N+:10]([O-:12])=[O:11])=[CH:20][N:19]=1, predict the reactants needed to synthesize it. The reactants are: [CH3:1][N:2]1[CH2:7][N:6]([CH3:8])[CH2:5][NH:4][C:3]1=[N:9][N+:10]([O-:12])=[O:11].[H-].[Na+].[H][H].[Cl:17][C:18]1[CH:23]=[CH:22][C:21]([CH2:24]Cl)=[CH:20][N:19]=1. (6) Given the product [ClH:32].[F:31][C:28]([F:29])([F:30])[C:25]1[CH:26]=[CH:27][C:22]([O:21][C:18]2[CH:19]=[CH:20][C:15]([O:14][CH2:13][C@H:9]3[CH2:10][CH2:11][CH2:12][NH:8]3)=[CH:16][CH:17]=2)=[CH:23][CH:24]=1, predict the reactants needed to synthesize it. The reactants are: C(OC([N:8]1[CH2:12][CH2:11][CH2:10][C@@H:9]1[CH2:13][O:14][C:15]1[CH:20]=[CH:19][C:18]([O:21][C:22]2[CH:27]=[CH:26][C:25]([C:28]([F:31])([F:30])[F:29])=[CH:24][CH:23]=2)=[CH:17][CH:16]=1)=O)(C)(C)C.[ClH:32].